From a dataset of hERG Central: cardiac toxicity at 1µM, 10µM, and general inhibition. Predict hERG channel inhibition at various concentrations. (1) The drug is CCN(CC)CCNc1ncnc2c1[nH]c1ccc(OC)cc12. Results: hERG_inhib (hERG inhibition (general)): blocker. (2) The molecule is OCCC1CN(Cc2ccccc2-c2ccco2)CCN1C1CCCC1. Results: hERG_inhib (hERG inhibition (general)): blocker. (3) Results: hERG_inhib (hERG inhibition (general)): blocker. The molecule is O=C(c1ccc2c(c1)OCO2)C1CCCN(Cc2ccc3cccc(F)c3n2)C1. (4) The molecule is CCN1CCc2c(sc(NC(=O)c3ccc(S(=O)(=O)N4CC(C)OC(C)C4)cc3)c2C(N)=O)C1. Results: hERG_inhib (hERG inhibition (general)): blocker. (5) The molecule is CC(C)n1nc(C(=O)NNC(=O)c2ccc(OC(F)F)cc2)c2ccccc2c1=O. Results: hERG_inhib (hERG inhibition (general)): blocker. (6) The compound is CC(=O)c1cc(CN2CCC(n3nccc3NC(=O)c3ccccc3Cl)CC2)cs1. Results: hERG_inhib (hERG inhibition (general)): blocker. (7) The drug is COc1ccccc1N1CCN(CCCCOc2ccc(F)cc2)CC1.Cl. Results: hERG_inhib (hERG inhibition (general)): blocker. (8) The compound is CCOc1ccc(NC(=O)CN(C)C(=O)c2cc(-c3ccncc3)nc3ccccc23)cc1OCC. Results: hERG_inhib (hERG inhibition (general)): blocker.